This data is from Full USPTO retrosynthesis dataset with 1.9M reactions from patents (1976-2016). The task is: Predict the reactants needed to synthesize the given product. (1) Given the product [Cl:15][C:9]1[C:8]([NH2:7])=[C:13]([C:17]2[CH:22]=[CH:21][CH:20]=[CH:19][CH:18]=2)[CH:12]=[CH:11][N:10]=1, predict the reactants needed to synthesize it. The reactants are: C(OC(=O)[NH:7][C:8]1[C:9]([Cl:15])=[N:10][CH:11]=[CH:12][C:13]=1I)(C)(C)C.[C:17]1(B(O)O)[CH:22]=[CH:21][CH:20]=[CH:19][CH:18]=1.C(=O)([O-])[O-].[K+].[K+]. (2) Given the product [CH2:16]([O:15][C:13](=[O:14])[CH2:12][NH:7][CH2:8][CH2:9][OH:10])[CH3:17], predict the reactants needed to synthesize it. The reactants are: C(=O)([O-])[O-].[K+].[K+].[NH2:7][CH2:8][CH2:9][OH:10].Br[CH2:12][C:13]([O:15][CH2:16][CH3:17])=[O:14].